This data is from Full USPTO retrosynthesis dataset with 1.9M reactions from patents (1976-2016). The task is: Predict the reactants needed to synthesize the given product. (1) Given the product [CH2:27]([O:15][C:13]([CH:12]1[CH2:10][CH:11]([C:19]2[CH:22]=[CH:23][CH:24]=[CH:25][C:18]=2[Br:17])[C:3]2[C:4](=[CH:6][C:7]([Cl:9])=[CH:8][C:2]=2[Cl:1])[NH:5]1)=[O:14])[CH3:28], predict the reactants needed to synthesize it. The reactants are: [Cl:1][C:2]1[CH:3]=[C:4]([CH:6]=[C:7]([Cl:9])[CH:8]=1)[NH2:5].[CH2:10]([C:12](=O)[C:13]([O-:15])=[O:14])[CH3:11].[Br:17][C:18]1[CH:25]=[CH:24][CH:23]=[CH:22][C:19]=1C=C.F[C:27](F)(F)[C:28](O)=O. (2) Given the product [C:1]1([S:7]([CH2:10][C:11]2[C:16]([C:17]([O:19][CH2:20][CH3:21])=[O:18])=[C:15]([O:22][CH3:23])[C:14]([C:27]3[CH:28]=[CH:29][O:25][CH:26]=3)=[CH:13][CH:12]=2)(=[O:9])=[O:8])[CH:6]=[CH:5][CH:4]=[CH:3][CH:2]=1, predict the reactants needed to synthesize it. The reactants are: [C:1]1([S:7]([CH2:10][C:11]2[C:16]([C:17]([O:19][CH2:20][CH3:21])=[O:18])=[C:15]([O:22][CH3:23])[C:14](Br)=[CH:13][CH:12]=2)(=[O:9])=[O:8])[CH:6]=[CH:5][CH:4]=[CH:3][CH:2]=1.[O:25]1[CH:29]=[CH:28][C:27](B(O)O)=[CH:26]1.C(Cl)Cl.C(=O)([O-])[O-].[Cs+].[Cs+].